This data is from Full USPTO retrosynthesis dataset with 1.9M reactions from patents (1976-2016). The task is: Predict the reactants needed to synthesize the given product. (1) The reactants are: CC1(C)COB([C:8]2[CH:9]=[CH:10][C:11]([N+:21]([O-:23])=[O:22])=[C:12]([N:14]3[CH2:19][CH2:18][CH:17]([CH3:20])[CH2:16][CH2:15]3)[CH:13]=2)OC1.[S:25]1[CH2:30][CH:29]=[C:28](OS(C(F)(F)F)(=O)=O)[CH2:27][CH2:26]1.[Li+].[Cl-].C([O-])([O-])=O.[Na+].[Na+]. Given the product [S:25]1[CH2:26][CH:27]=[C:28]([C:8]2[CH:9]=[CH:10][C:11]([N+:21]([O-:23])=[O:22])=[C:12]([N:14]3[CH2:15][CH2:16][CH:17]([CH3:20])[CH2:18][CH2:19]3)[CH:13]=2)[CH2:29][CH2:30]1, predict the reactants needed to synthesize it. (2) Given the product [CH3:1][C:2]1[CH:10]=[C:9]2[C:5]([C:6]([C:21]([CH:17]3[C:18]([CH3:20])([CH3:19])[C:16]3([CH3:24])[CH3:15])=[O:22])=[CH:7][NH:8]2)=[CH:4][CH:3]=1, predict the reactants needed to synthesize it. The reactants are: [CH3:1][C:2]1[CH:10]=[C:9]2[C:5]([CH:6]=[CH:7][NH:8]2)=[CH:4][CH:3]=1.C([Mg]Br)C.[CH3:15][C:16]1([CH3:24])[C:18]([CH3:20])([CH3:19])[CH:17]1[C:21](Cl)=[O:22]. (3) Given the product [C:17]1([CH2:16][CH2:15][CH2:14][CH2:13][CH2:12][O:3][CH2:4][CH2:5][CH2:6][C:7]([OH:9])=[O:8])[CH:22]=[CH:21][CH:20]=[CH:19][CH:18]=1, predict the reactants needed to synthesize it. The reactants are: [H-].[Na+].[OH:3][CH2:4][CH2:5][CH2:6][C:7]([O-:9])=[O:8].[Na+].Br[CH2:12][CH2:13][CH2:14][CH2:15][CH2:16][C:17]1[CH:22]=[CH:21][CH:20]=[CH:19][CH:18]=1.Cl.